From a dataset of Reaction yield outcomes from USPTO patents with 853,638 reactions. Predict the reaction yield, written as a fraction of the theoretical maximum amount of product (1.0 means a 100% yield; for example, 0.34 means a 34% yield). (1) The reactants are [CH2:1]([O:3][C:4](=[O:24])[C:5]1[CH:10]=[CH:9][CH:8]=[C:7]([N:11]2[C:15]([CH3:16])=[CH:14][CH:13]=[C:12]2[C:17]2[CH:22]=[CH:21][CH:20]=[CH:19][C:18]=2[OH:23])[CH:6]=1)[CH3:2].C([O-])([O-])=O.[K+].[K+].[Cl:31][C:32]1[CH:39]=[C:38]([F:40])[CH:37]=[CH:36][C:33]=1[CH2:34]Br. The catalyst is CN(C=O)C. The product is [CH2:1]([O:3][C:4](=[O:24])[C:5]1[CH:10]=[CH:9][CH:8]=[C:7]([N:11]2[C:15]([CH3:16])=[CH:14][CH:13]=[C:12]2[C:17]2[CH:22]=[CH:21][CH:20]=[CH:19][C:18]=2[O:23][CH2:34][C:33]2[CH:36]=[CH:37][C:38]([F:40])=[CH:39][C:32]=2[Cl:31])[CH:6]=1)[CH3:2]. The yield is 0.650. (2) The product is [CH3:9][O:10][C:2]1[CH:7]=[CH:6][C:5]([CH3:8])=[CH:4][N:3]=1. The yield is 0.910. The catalyst is CO.Cl.[Cu]Br.CC(CC(O)CO)C. The reactants are Br[C:2]1[CH:7]=[CH:6][C:5]([CH3:8])=[CH:4][N:3]=1.[CH3:9][O-:10].[Na+].O.